Dataset: Forward reaction prediction with 1.9M reactions from USPTO patents (1976-2016). Task: Predict the product of the given reaction. (1) Given the reactants [Br:1][C:2]1[CH:8]=[C:7]([Cl:9])[CH:6]=[C:5]([F:10])[C:3]=1[NH2:4].[C:11](O[C:11]([O:13][C:14]([CH3:17])([CH3:16])[CH3:15])=[O:12])([O:13][C:14]([CH3:17])([CH3:16])[CH3:15])=[O:12].C(OCC)(=O)C.Cl, predict the reaction product. The product is: [Br:1][C:2]1[CH:8]=[C:7]([Cl:9])[CH:6]=[C:5]([F:10])[C:3]=1[NH:4][C:11](=[O:12])[O:13][C:14]([CH3:17])([CH3:16])[CH3:15]. (2) The product is: [CH3:20][O:16][CH2:15][C:11]1[CH:12]=[N:13][CH:14]=[C:9]([C:8]#[C:7][C:5]2[N:6]=[C:2]([CH3:1])[S:3][CH:4]=2)[CH:10]=1. Given the reactants [CH3:1][C:2]1[S:3][CH:4]=[C:5]([C:7]#[C:8][C:9]2[CH:10]=[C:11]([CH2:15][OH:16])[CH:12]=[N:13][CH:14]=2)[N:6]=1.[H-].[Na+].I[CH3:20], predict the reaction product. (3) Given the reactants C(OC(=O)[NH:7][C:8]1[CH:13]=[CH:12][C:11]([Cl:14])=[CH:10][C:9]=1[NH:15][C:16](=[O:34])[CH2:17][C:18]([C:20]1[CH:25]=[CH:24][CH:23]=[C:22]([C:26]2[CH:27]=[N:28][C:29]([O:32][CH3:33])=[CH:30][CH:31]=2)[CH:21]=1)=O)(C)(C)C.C(O)(C(F)(F)F)=O, predict the reaction product. The product is: [Cl:14][C:11]1[CH:12]=[CH:13][C:8]2[N:7]=[C:18]([C:20]3[CH:25]=[CH:24][CH:23]=[C:22]([C:26]4[CH:27]=[N:28][C:29]([O:32][CH3:33])=[CH:30][CH:31]=4)[CH:21]=3)[CH2:17][C:16](=[O:34])[NH:15][C:9]=2[CH:10]=1. (4) The product is: [F:38][C:39]([F:55])([F:56])[C:40]1[CH:41]=[CH:42][C:43]([O:44][C:45]2[CH:46]=[C:47]([CH2:48][NH:49][C:31](=[O:33])[C:30]3[CH:34]=[CH:35][CH:36]=[N:37][C:29]=3[NH2:28])[CH:50]=[CH:51][CH:52]=2)=[CH:53][CH:54]=1. Given the reactants CN([P+](ON1N=NC2C=CC=CC1=2)(N(C)C)N(C)C)C.F[P-](F)(F)(F)(F)F.[NH2:28][C:29]1[N:37]=[CH:36][CH:35]=[CH:34][C:30]=1[C:31]([OH:33])=O.[F:38][C:39]([F:56])([F:55])[C:40]1[CH:54]=[CH:53][C:43]([O:44][C:45]2[CH:46]=[C:47]([CH:50]=[CH:51][CH:52]=2)[CH2:48][NH2:49])=[CH:42][CH:41]=1.C(=O)(O)[O-].[Na+], predict the reaction product.